Task: Binary Classification. Given a miRNA mature sequence and a target amino acid sequence, predict their likelihood of interaction.. Dataset: Experimentally validated miRNA-target interactions with 360,000+ pairs, plus equal number of negative samples (1) The miRNA is hsa-miR-552-5p with sequence GUUUAACCUUUUGCCUGUUGG. The protein sequence of the target gene is MNRTKGDEEEYWNSSKFKAFTFDDEDDELSQLKESKRAVNSLRDFVDDDDDDDLERVSWSGEPVGSISWSIRETAGNSGSTHEGREQLKSRNSFSSYAQLPKPTSTYSLSSFFRGRTRPGSFQSLSDALSDTPAKSYAPELGRPKGEYRDYSNDWSPSDTVRRLRKGKVCSLERFRSLQDKLQLLEEAVSMHDGNVITAVLIFLKRTLSKEILFRELEVRQVALRHLIHFLKEIGDQKLLLDLFRFLDRTEELALSHYREHLNIQDPDKRKEFLKTCVGLPFSAEDSAHIQDHYTLLERQ.... Result: 0 (no interaction). (2) The miRNA is hsa-miR-6804-5p with sequence UGAGGGUGUCAGCAGGUGACG. The protein sequence of the target gene is MAVEDSTLQVVVRVRPPTPRELDSQRRPVVQVVDERVLVFNPEEPDGGFPGLKWGGTHDGPKKKGKDLTFVFDRVFGEAATQQDVFQHTTHSVLDSFLQGYNCSVFAYGATGAGKTHTMLGREGDPGIMYLTTVELYRRLEARQQEKHFEVLISYQEVYNEQIHDLLEPKGPLAIREDPDKGVVVQGLSFHQPASAEQLLEILTRGNRNRTQHPTDANATSSRSHAIFQIFVKQQDRVPGLTQAVQVAKMSLIDLAGSERASSTHAKGERLREGANINRSLLALINVLNALADAKGRKTH.... Result: 1 (interaction). (3) The miRNA is hsa-miR-770-5p with sequence UCCAGUACCACGUGUCAGGGCCA. The protein sequence of the target gene is MGLLTFRDVAIEFSLEEWQCLDTAQRNLYKNVILENYRNLVFLGIAVSKQDLITCLEQEKEPLTVKRHEMVNEPPVMCSHFAQEFWPEQNIKDSFEKVTLRRYEKCGNDNFQLKGCKSVDECKLHKGGYNGLNQCLPTMQSKMFQCDKYVKVFNKFSHSDRHKIKHMENKPFKCKECGRSFCMLSHLTRHERNYTKVNFCKCEECEKAVNQSSKLTKHKRIYTCEKLYKCQECDRTFNQFSNLTEYKKDYAREKPYKCEECGKAFNQSSHLTTHKIIHTGEKPYKCEECGKAFNQFSNLT.... Result: 1 (interaction). (4) The miRNA is mmu-miR-3087-3p with sequence UAACUCACUGUCAUGUCCUCA. The protein sequence of the target gene is MNHPFGKEEAASQKQLFGFFCECLRRGEWELAQACVPQLQEGQGDIPKRVEDILQALVVCPNLLRCGQDINPQRVAWVWLLVLEKWLAREKKLLPVVFRRKLEFLLLSEDLQGDIPENILEELYETLTQGAVGHVPDGNPRRESWTPRLSSEAVSVLWDLLRQSPQPAQALLELLLEEDDGTGLCHWPLQNALVDLIRKALRALQGPDSVPPGVVDAIYGALRTLRCPAEPLGVELHLLCEELLEACRTEGSPLREERLLSCLLHKASRGLLSLYGHTYAEKVTEKPPRATASGKVSPDH.... Result: 0 (no interaction). (5) The miRNA is mmu-miR-455-5p with sequence UAUGUGCCUUUGGACUACAUCG. The protein sequence of the target gene is MRPRMKYSNSKISPAKFSSTAGEALVPPCKIRRSQQKTKEFCHVYCMRLRSGLTIRKETSYFRKEPTKRYSLKSGTKHEENFSAYPRDSRKRSLLGSIQAFAASVDTLSIQGTSLLTQSPASLSTYNDQSVSFVLENGCYVINVDDSGKDQEQDQVLLRYYESPCPASQSGDGVDGKKLMVNMSPIKDTDIWLHANDKDYSVELQRGDVSPPEQAFFVLHKKSSDFVSFECKNLPGTYIGVKDNQLALVEEKDESCNNIMFKLSKI. Result: 0 (no interaction). (6) The miRNA is hsa-miR-4746-3p with sequence AGCGGUGCUCCUGCGGGCCGA. The protein sequence of the target gene is MPLVKRNIEPRHLCRGALPEGVTSELECVTNSTLAAIIRQLSSLSKHAEDIFGELFNEANNFYIRANSLQDRIDRLAVKVTQLDSTVEEVSLQDINMKKAFKSSTIQDQQVVSKNSIPNPVADIYNQSDKPPPLSILTPYRDDKKDGLKFYTDPSYFFDLWKEKMLQDTEDKRKEKRRQKEQKRVDGTTREVKKVRKARNRRQEWNMMAYDKELRPDNRLSQSVHHGASSEGSLSPDTRSHTSDVTDYSYPATPNHALQAQPATPSYTAGDAPLHGTTNQGAEHEYRPSSASARHMALNR.... Result: 0 (no interaction). (7) The miRNA is cel-miR-785-3p with sequence UAAGUGAAUUGUUUUGUGUAGA. The protein sequence of the target gene is MEQLLGIKLGCLFALLALTLGCGLTPICFKWFQIDAARGHHRLVLRLLGCISAGVFLGAGFMHMTAEALEEIESQIQKFMVQNRSASERNSSGDADSAHMEYPYGELIISLGFFFVFFLESLALQCCPGAAGGSTVQDEEWGGAHIFELHSHGHLPSPSKGPLRALVLLLSLSFHSVFEGLAVGLQPTVAATVQLCLAVLAHKGLVVFGVGMRLVHLGTSSRWAVFSILLLALMSPLGLAVGLAVTGGDSEGGRGLAQAVLEGVAAGTFLYVTFLEILPRELASPEAPLAKWSCVAAGFA.... Result: 0 (no interaction). (8) The protein sequence of the target gene is MGVLKAWLGVALALAEFAVLPNCEGACLYQGSFLADATIWKPDSCQNCRCHGDIVICKPVVCKNPRCAFEKGEVLWIAPNQCCPQCAPRTPGSCHHEGKIHEHGTEWASAPCTVCSCTHGEVRCSHQQCTPLSCGPQELEFLAEGRCCPICVGTGKPCSYDGHVFQDGEDWQLSRCAKCVCRNGLTQCFAAQCQPLFCNQDEIVVRVPGKCCSQCSARSCSTAGQVYEHGEQWKEDACTLCMCDQGQVRCHKQVCPPLRCAKGQGRARHHGQCCEECATPDRSCSSGGVLRYQDEMWKGS.... The miRNA is hsa-miR-423-5p with sequence UGAGGGGCAGAGAGCGAGACUUU. Result: 0 (no interaction).